From a dataset of Forward reaction prediction with 1.9M reactions from USPTO patents (1976-2016). Predict the product of the given reaction. (1) Given the reactants C([O-])([O-])=O.[K+].[K+].[CH3:7][C:8]1[CH:13]=[C:12]([Br:14])[CH:11]=[C:10]([CH3:15])[C:9]=1[OH:16].[CH2:17](Cl)[C:18]1[CH:23]=[CH:22][CH:21]=[CH:20][CH:19]=1.O, predict the reaction product. The product is: [CH2:17]([O:16][C:9]1[C:8]([CH3:7])=[CH:13][C:12]([Br:14])=[CH:11][C:10]=1[CH3:15])[C:18]1[CH:23]=[CH:22][CH:21]=[CH:20][CH:19]=1. (2) Given the reactants [CH3:1][O:2][C:3]1[CH:8]=[CH:7][N:6]=[C:5]([NH2:9])[N:4]=1.[N+:10]([C:12]1[CH:21]=[CH:20][C:15]2[O:16][CH2:17][CH2:18][O:19][C:14]=2[CH:13]=1)#[C-:11].[CH3:22][C:23]1[CH:30]=[C:29]([OH:31])[CH:28]=[C:27]([CH3:32])[C:24]=1[CH:25]=O.[Cl-].[In+3].[Cl-].[Cl-], predict the reaction product. The product is: [O:16]1[CH2:17][CH2:18][O:19][C:14]2[CH:13]=[C:12]([NH:10][C:11]3[N:4]4[C:3]([O:2][CH3:1])=[CH:8][CH:7]=[N:6][C:5]4=[N:9][C:25]=3[C:24]3[C:23]([CH3:22])=[CH:30][C:29]([OH:31])=[CH:28][C:27]=3[CH3:32])[CH:21]=[CH:20][C:15]1=2. (3) Given the reactants [CH2:1]1[C:3]2([CH2:8][CH2:7][CH:6]([CH2:9][OH:10])[CH2:5][CH2:4]2)[CH2:2]1.[Cr](O[Cr]([O-])(=O)=O)([O-])(=O)=O.[NH+]1C=CC=CC=1.[NH+]1C=CC=CC=1, predict the reaction product. The product is: [CH2:2]1[C:3]2([CH2:8][CH2:7][CH:6]([CH:9]=[O:10])[CH2:5][CH2:4]2)[CH2:1]1. (4) Given the reactants Cl[C:2]1[C:3](=[O:14])[C:4]2[C:9]([C:10](=[O:13])[C:11]=1[Cl:12])=[CH:8][CH:7]=[CH:6][CH:5]=2.[Cl:15][C:16]1[CH:21]=[CH:20][C:19]([CH:22]2[CH2:27][CH2:26][CH:25](C(O)=O)[CH2:24][CH2:23]2)=[CH:18][CH:17]=1.S(OOS([O-])(=O)=O)([O-])(=O)=O.[NH4+].[NH4+], predict the reaction product. The product is: [Cl:15][C:16]1[CH:21]=[CH:20][C:19]([C@H:22]2[CH2:27][CH2:26][C@H:25]([C:2]3[C:3](=[O:14])[C:4]4[C:9]([C:10](=[O:13])[C:11]=3[Cl:12])=[CH:8][CH:7]=[CH:6][CH:5]=4)[CH2:24][CH2:23]2)=[CH:18][CH:17]=1. (5) Given the reactants C([O-])([O-])=O.[Na+].[Na+].Cl.FC(F)(F)[C:10]1[CH:11]=[C:12]([S:16](Cl)(=[O:18])=[O:17])[CH:13]=[CH:14][CH:15]=1.[Li+].[OH-:23].[CH:24]1[CH:29]=[N:28][C:27]2N(O)N=[N:32][C:26]=2[CH:25]=1.CCN(C(C)C)C(C)C.[NH4+].[Cl-].[CH3:45]O, predict the reaction product. The product is: [CH3:45][C:15]1[CH:10]=[CH:11][C:12]([S:16]([NH:32][C@H:26]([CH2:25][C:24]#[CH:29])[C:27]([NH2:28])=[O:23])(=[O:17])=[O:18])=[CH:13][CH:14]=1. (6) Given the reactants [Cl:1][C:2]1[N:7]=[C:6](Cl)[CH:5]=[C:4]([CH2:9][CH2:10][CH3:11])[N:3]=1.[CH3:12][C@@H:13]1[CH2:17][CH2:16][CH2:15][NH:14]1.C(N(C(C)C)CC)(C)C, predict the reaction product. The product is: [Cl:1][C:2]1[N:7]=[C:6]([N:14]2[CH2:15][CH2:16][CH2:17][C@H:13]2[CH3:12])[CH:5]=[C:4]([CH2:9][CH2:10][CH3:11])[N:3]=1. (7) Given the reactants [Cl:1][C:2]1[CH:8]=[CH:7][CH:6]=[C:5]([CH3:9])[C:3]=1[NH2:4].[CH2:10]([C:12]1[CH:17]=[CH:16][C:15](Br)=[CH:14][CH:13]=1)[CH3:11].CC(C)([O-])C.[Na+].Cl, predict the reaction product. The product is: [Cl:1][C:2]1[CH:8]=[CH:7][CH:6]=[C:5]([CH3:9])[C:3]=1[NH:4][C:15]1[CH:16]=[CH:17][C:12]([CH2:10][CH3:11])=[CH:13][CH:14]=1. (8) Given the reactants [CH:1]1([C:7]2[CH:8]=[C:9]([NH2:19])[CH:10]=[N:11][C:12]=2[O:13][CH2:14][C:15]([F:18])([F:17])[F:16])[CH2:6][CH2:5][CH2:4][CH2:3][CH2:2]1.[C:20](O)(=[O:27])[C:21]1[CH:26]=[CH:25][CH:24]=[CH:23][CH:22]=1, predict the reaction product. The product is: [CH:1]1([C:7]2[CH:8]=[C:9]([NH:19][C:20](=[O:27])[C:21]3[CH:26]=[CH:25][CH:24]=[CH:23][CH:22]=3)[CH:10]=[N:11][C:12]=2[O:13][CH2:14][C:15]([F:16])([F:17])[F:18])[CH2:2][CH2:3][CH2:4][CH2:5][CH2:6]1. (9) Given the reactants [NH:1]1[C:9]2[C:4](=[CH:5][CH:6]=[CH:7][CH:8]=2)[C:3]([C:10](O)=[O:11])=[N:2]1.[H-].COCCO[Al+]OCCOC.[Na+].[H-].[OH-].[Na+], predict the reaction product. The product is: [NH:1]1[C:9]2[C:4](=[CH:5][CH:6]=[CH:7][CH:8]=2)[C:3]([CH2:10][OH:11])=[N:2]1. (10) Given the reactants C([O:3][C:4](=O)[C@:5]([O:11][CH2:12][C:13]([C:28]1[C:33]([F:34])=[CH:32][CH:31]=[C:30]([Br:35])[N:29]=1)([NH:15][S:16]([C:19]1[CH:24]=[CH:23][CH:22]=[CH:21][C:20]=1[N+:25]([O-:27])=[O:26])(=[O:18])=[O:17])[CH3:14])([CH3:10])[C:6]([F:9])([F:8])[F:7])C.CO.[NH3:39], predict the reaction product. The product is: [Br:35][C:30]1[N:29]=[C:28]([C:13]([NH:15][S:16]([C:19]2[CH:24]=[CH:23][CH:22]=[CH:21][C:20]=2[N+:25]([O-:27])=[O:26])(=[O:17])=[O:18])([CH3:14])[CH2:12][O:11][C@@:5]([CH3:10])([C:6]([F:9])([F:8])[F:7])[C:4]([NH2:39])=[O:3])[C:33]([F:34])=[CH:32][CH:31]=1.